Dataset: Forward reaction prediction with 1.9M reactions from USPTO patents (1976-2016). Task: Predict the product of the given reaction. (1) Given the reactants [CH2:1]([O:3][C:4](=[O:31])[C:5]1[CH:10]=[CH:9][C:8]([NH:11][C:12](=[O:30])[C:13]2[CH:18]=[CH:17][C:16]([O:19][CH2:20][C:21]3C=CC=CC=3)=[C:15]([N+:27]([O-])=O)[CH:14]=2)=[CH:7][CH:6]=1)[CH3:2].C([O-])([O-])=O.[K+].[K+].BrCCBr, predict the reaction product. The product is: [CH2:1]([O:3][C:4](=[O:31])[C:5]1[CH:10]=[CH:9][C:8]([NH:11][C:12]([C:13]2[CH:18]=[CH:17][C:16]3[O:19][CH2:20][CH2:21][NH:27][C:15]=3[CH:14]=2)=[O:30])=[CH:7][CH:6]=1)[CH3:2]. (2) The product is: [CH3:6][O:7][C:8]1[CH:20]=[C:19]2[C:11]([N:12]3[C:17](=[C:18]2[CH:26]=[O:27])[CH2:16][O:15][CH2:14][CH2:13]3)=[CH:10][CH:9]=1. Given the reactants O=P(Cl)(Cl)Cl.[CH3:6][O:7][C:8]1[CH:20]=[C:19]2[C:11]([N:12]3[C:17](=[CH:18]2)[CH2:16][O:15][CH2:14][CH2:13]3)=[CH:10][CH:9]=1.[OH-].[Na+].CN([CH:26]=[O:27])C, predict the reaction product. (3) Given the reactants C([O:5][C:6](=[O:17])[C:7]1[CH:12]=[C:11]([CH2:13][CH3:14])[C:10]([CH2:15][CH3:16])=[N:9][CH:8]=1)(C)(C)C.[ClH:18], predict the reaction product. The product is: [ClH:18].[CH2:13]([C:11]1[C:10]([CH2:15][CH3:16])=[N:9][CH:8]=[C:7]([CH:12]=1)[C:6]([OH:17])=[O:5])[CH3:14]. (4) Given the reactants [F:1][C:2]1[CH:7]=[C:6]([F:8])[CH:5]=[CH:4][C:3]=1[S:9]([CH:12]=[CH:13][C:14]1[C:15]([NH:23][CH3:24])=[N:16][C:17](S(C)=O)=[N:18][CH:19]=1)(=[O:11])=[O:10].[CH3:25][O:26][C:27]1[CH:33]=[CH:32][C:30]([NH2:31])=[CH:29][CH:28]=1, predict the reaction product. The product is: [F:1][C:2]1[CH:7]=[C:6]([F:8])[CH:5]=[CH:4][C:3]=1[S:9](/[CH:12]=[CH:13]/[C:14]1[C:15]([NH:23][CH3:24])=[N:16][C:17]([NH:31][C:30]2[CH:32]=[CH:33][C:27]([O:26][CH3:25])=[CH:28][CH:29]=2)=[N:18][CH:19]=1)(=[O:11])=[O:10]. (5) Given the reactants C[O-].[Na+].[CH3:4][N:5]1[C:13]([CH3:14])=[C:12]2[C:7]([CH:8]=[C:9]([NH2:15])[CH:10]=[CH:11]2)=[N:6]1.C=O.[BH4-].[Na+].[OH-].[Na+].Cl.[CH:23](OC(C)C)(C)C, predict the reaction product. The product is: [CH3:23][NH:15][C:9]1[CH:10]=[CH:11][C:12]2[C:7]([CH:8]=1)=[N:6][N:5]([CH3:4])[C:13]=2[CH3:14]. (6) Given the reactants [CH:1]([S:3]([N:6]1[CH2:9][CH:8]([C:10]2[CH:31]=[CH:30][C:13]3[C:14]4[N:15]=[C:16]([C:22]5[N:23]([CH:27]([CH3:29])[CH3:28])[N:24]=[CH:25][N:26]=5)[S:17][C:18]=4[CH2:19][CH2:20][O:21][C:12]=3[CH:11]=2)[CH2:7]1)(=[O:5])=[O:4])=[CH2:2].[CH3:32][NH:33][CH3:34], predict the reaction product. The product is: [CH:27]([N:23]1[C:22]([C:16]2[S:17][C:18]3[CH2:19][CH2:20][O:21][C:12]4[CH:11]=[C:10]([CH:8]5[CH2:7][N:6]([S:3]([CH2:1][CH2:2][N:33]([CH3:34])[CH3:32])(=[O:5])=[O:4])[CH2:9]5)[CH:31]=[CH:30][C:13]=4[C:14]=3[N:15]=2)=[N:26][CH:25]=[N:24]1)([CH3:28])[CH3:29].